This data is from Experimentally validated miRNA-target interactions with 360,000+ pairs, plus equal number of negative samples. The task is: Binary Classification. Given a miRNA mature sequence and a target amino acid sequence, predict their likelihood of interaction. (1) The miRNA is hsa-miR-632 with sequence GUGUCUGCUUCCUGUGGGA. The protein sequence of the target gene is MVLAQRRRGGCEKLRAGPQAVLASGSGFCDNMLADLGLIGTIGEDDEVPVEPESDSGDEEEEGPIVLGRRQKALGKNRSADFNPDFVFTEKEGTYDGSWALADVMSQLKKKRAATTLDEKIEKVRKKRKTEDKEAKSGKLEKEKEAKEGSEPKEQEDLQENDEEGSEDEASETDYSSADENILTKADTLKVKDRKKKKKKGQEAGGFFEDASQYDENLSFQDMNLSRPLLKAITAMGFKQPTPIQKACIPVGLLGKDICACAATGTGKTAAFALPVLERLIYKPRQAPVTRVLVLVPTRE.... Result: 0 (no interaction). (2) The miRNA is hsa-miR-7106-3p with sequence AGCUCCCUGAAUCCCUGUCCCAG. The protein sequence of the target gene is MAMWQGAMDNRGFQQGSFSSFQNSSSDEDLMDIPATAMDFSMRDDVPPLDREVGEDKSYNGGGIGSSNRIMDFLEEPIPGVGTYDDFNTIDWVREKSRDRDRHREITNKSKESTWALIHSVSDAFSGWLLMLLIGLLSGSLAGLIDISAHWMTDLKEGICTGGFWFNHEHCCWNSEHVTFEERDKCPEWNSWSQLIISTDEGAFAYIVNYFMYVLWALLFAFLAVSLVKVFAPYACGSGIPEIKTILSGFIIRGYLGKWTLVIKTITLVLAVSSGLSLGKEGPLVHVACCCGNILCHCFN.... Result: 0 (no interaction).